This data is from Reaction yield outcomes from USPTO patents with 853,638 reactions. The task is: Predict the reaction yield, written as a fraction of the theoretical maximum amount of product (1.0 means a 100% yield; for example, 0.34 means a 34% yield). The reactants are [C:1](=[O:8])([O-])[O:2][C:3]([CH3:6])([CH3:5])[CH3:4].[Si:9]([O:16][C@H:17]([C:31]1[CH:36]=[CH:35][CH:34]=[CH:33][CH:32]=1)[C@@H:18]1[NH:22][CH:21]([CH2:23][C:24]2[CH:25]=[CH:26][C:27]([NH2:30])=[N:28][CH:29]=2)[CH2:20][CH2:19]1)([C:12]([CH3:15])([CH3:14])[CH3:13])([CH3:11])[CH3:10]. No catalyst specified. The product is [NH2:30][C:27]1[N:28]=[CH:29][C:24]([CH2:23][C@@H:21]2[CH2:20][CH2:19][C@H:18]([C@H:17]([O:16][Si:9]([C:12]([CH3:15])([CH3:14])[CH3:13])([CH3:11])[CH3:10])[C:31]3[CH:32]=[CH:33][CH:34]=[CH:35][CH:36]=3)[N:22]2[C:1]([O:2][C:3]([CH3:6])([CH3:5])[CH3:4])=[O:8])=[CH:25][CH:26]=1. The yield is 0.270.